Dataset: Catalyst prediction with 721,799 reactions and 888 catalyst types from USPTO. Task: Predict which catalyst facilitates the given reaction. (1) Reactant: C(Cl)(=O)C(Cl)=O.CS(C)=O.[Si:11]([O:18][C@H:19]1[CH2:23][CH2:22][N:21](/[N:24]=[CH:25]/[C:26]2[CH:33]=[CH:32][C:29]([C:30]#[N:31])=[C:28]([Cl:34])[C:27]=2[CH3:35])[C@@H:20]1[CH2:36][OH:37])([C:14]([CH3:17])([CH3:16])[CH3:15])([CH3:13])[CH3:12]. Product: [Si:11]([O:18][C@H:19]1[CH2:23][CH2:22][N:21](/[N:24]=[CH:25]/[C:26]2[CH:33]=[CH:32][C:29]([C:30]#[N:31])=[C:28]([Cl:34])[C:27]=2[CH3:35])[C@@H:20]1[CH:36]=[O:37])([C:14]([CH3:17])([CH3:16])[CH3:15])([CH3:13])[CH3:12]. The catalyst class is: 2. (2) Reactant: [Cl:1][C:2]1[C:3]([CH2:13]O)=[C:4]([C:8]2([OH:12])[CH2:11][CH2:10][CH2:9]2)[CH:5]=[CH:6][CH:7]=1.C1C(=O)N([Br:22])C(=O)C1.C1C=CC(P(C2C=CC=CC=2)C2C=CC=CC=2)=CC=1. Product: [Br:22][CH2:13][C:3]1[C:2]([Cl:1])=[CH:7][CH:6]=[CH:5][C:4]=1[C:8]1([OH:12])[CH2:11][CH2:10][CH2:9]1. The catalyst class is: 2. (3) Reactant: [F:1][C:2]1[CH:15]=[C:14]([O:16][C:17]2[CH:22]=[CH:21][CH:20]=[CH:19][CH:18]=2)[CH:13]=[CH:12][C:3]=1[CH2:4][O:5]C1CCCCO1.CO.O.C1(C)C=CC(S(O)(=O)=O)=CC=1. Product: [F:1][C:2]1[CH:15]=[C:14]([O:16][C:17]2[CH:22]=[CH:21][CH:20]=[CH:19][CH:18]=2)[CH:13]=[CH:12][C:3]=1[CH2:4][OH:5]. The catalyst class is: 25. (4) Reactant: [OH:1][C:2]1[CH:17]=[CH:16][C:5]([C:6]([O:8][CH2:9][C:10]2[CH:15]=[CH:14][CH:13]=[CH:12][CH:11]=2)=[O:7])=[CH:4][CH:3]=1.C1(P(C2C=CC=CC=2)C2C=CC=CC=2)C=CC=CC=1.[CH2:37]([O:39][C:40]([CH:42]1[CH2:47][CH2:46][CH:45](O)[CH2:44][CH2:43]1)=[O:41])[CH3:38].CCOC(/N=N/C(OCC)=O)=O. Product: [CH2:9]([O:8][C:6](=[O:7])[C:5]1[CH:16]=[CH:17][C:2]([O:1][CH:45]2[CH2:46][CH2:47][CH:42]([C:40]([O:39][CH2:37][CH3:38])=[O:41])[CH2:43][CH2:44]2)=[CH:3][CH:4]=1)[C:10]1[CH:15]=[CH:14][CH:13]=[CH:12][CH:11]=1. The catalyst class is: 1. (5) Reactant: [C:1]([O:4][CH2:5][C:6]1[CH:11]=[C:10]([O:12][C:13]2[C:18]3[CH:19]=[CH:20][O:21][C:17]=3[CH:16]=[CH:15][N:14]=2)[CH:9]=[CH:8][C:7]=1Br)(=[O:3])[CH3:2].[CH3:23][C:24]1([CH3:40])[C:28]([CH3:30])([CH3:29])[O:27][B:26]([B:26]2[O:27][C:28]([CH3:30])([CH3:29])[C:24]([CH3:40])([CH3:23])[O:25]2)[O:25]1.C([O-])(=O)C.[K+]. Product: [C:1]([O:4][CH2:5][C:6]1[CH:11]=[C:10]([O:12][C:13]2[C:18]3[CH:19]=[CH:20][O:21][C:17]=3[CH:16]=[CH:15][N:14]=2)[CH:9]=[CH:8][C:7]=1[B:26]1[O:27][C:28]([CH3:30])([CH3:29])[C:24]([CH3:40])([CH3:23])[O:25]1)(=[O:3])[CH3:2]. The catalyst class is: 75.